This data is from Full USPTO retrosynthesis dataset with 1.9M reactions from patents (1976-2016). The task is: Predict the reactants needed to synthesize the given product. (1) Given the product [CH3:25][N:26]1[CH2:27][CH2:28][CH:29]([N:32]2[CH:36]=[C:35]([NH:37][C:2]3[C:3]([C:22]([NH2:24])=[O:23])=[N:4][C:5]([C:18]([CH3:20])=[CH2:19])=[C:6]([O:8][C:9]4[CH:14]=[CH:13][CH:12]=[C:11]([N+:15]([O-:17])=[O:16])[CH:10]=4)[N:7]=3)[CH:34]=[N:33]2)[CH2:30][CH2:31]1, predict the reactants needed to synthesize it. The reactants are: Cl[C:2]1[C:3]([C:22]([NH2:24])=[O:23])=[N:4][C:5]([C:18](O)([CH3:20])[CH3:19])=[C:6]([O:8][C:9]2[CH:14]=[CH:13][CH:12]=[C:11]([N+:15]([O-:17])=[O:16])[CH:10]=2)[N:7]=1.[CH3:25][N:26]1[CH2:31][CH2:30][CH:29]([N:32]2[CH:36]=[C:35]([NH2:37])[CH:34]=[N:33]2)[CH2:28][CH2:27]1.C(N(C(C)C)CC)(C)C.CN1CCCC1=O. (2) Given the product [CH2:1]([O:8][C:9]([N:11]1[CH2:16][CH2:15][CH2:14][CH:13]([C:17]2[CH:22]=[CH:21][C:20]([CH3:23])=[C:19]([NH:24][S:34]([C:33]([F:46])([F:45])[F:32])(=[O:36])=[O:35])[CH:18]=2)[CH2:12]1)=[O:10])[C:2]1[CH:3]=[CH:4][CH:5]=[CH:6][CH:7]=1, predict the reactants needed to synthesize it. The reactants are: [CH2:1]([O:8][C:9]([N:11]1[CH2:16][CH2:15][CH2:14][CH:13]([C:17]2[CH:22]=[CH:21][C:20]([CH3:23])=[C:19]([NH2:24])[CH:18]=2)[CH2:12]1)=[O:10])[C:2]1[CH:7]=[CH:6][CH:5]=[CH:4][CH:3]=1.C(N(CC)CC)C.[F:32][C:33]([F:46])([F:45])[S:34](O[S:34]([C:33]([F:46])([F:45])[F:32])(=[O:36])=[O:35])(=[O:36])=[O:35]. (3) Given the product [CH3:10][C:3]1[CH:4]=[C:5]([CH2:6][N:15]2[CH2:16][CH2:17][N:12]([CH3:11])[CH2:13][CH2:14]2)[CH:8]=[CH:9][C:2]=1[OH:1], predict the reactants needed to synthesize it. The reactants are: [OH:1][C:2]1[CH:9]=[CH:8][C:5]([CH:6]=O)=[CH:4][C:3]=1[CH3:10].[CH3:11][N:12]1[CH2:17][CH2:16][NH:15][CH2:14][CH2:13]1.C(O[BH-](OC(=O)C)OC(=O)C)(=O)C.[Na+].C([O-])(O)=O.[Na+]. (4) Given the product [O:1]([C:8]1[CH:20]=[CH:19][C:11]([C:12]([OH:14])=[O:13])=[C:10]([NH:21][C:22]([C:24]2[CH:25]=[N:26][C:27]([N:30]3[CH2:31][CH2:32][CH2:33][CH2:34][CH2:35]3)=[CH:28][CH:29]=2)=[O:23])[CH:9]=1)[C:2]1[CH:7]=[CH:6][CH:5]=[CH:4][CH:3]=1, predict the reactants needed to synthesize it. The reactants are: [O:1]([C:8]1[CH:20]=[CH:19][C:11]([C:12]([O:14]C(C)(C)C)=[O:13])=[C:10]([NH:21][C:22]([C:24]2[CH:25]=[N:26][C:27]([N:30]3[CH2:35][CH2:34][CH2:33][CH2:32][CH2:31]3)=[CH:28][CH:29]=2)=[O:23])[CH:9]=1)[C:2]1[CH:7]=[CH:6][CH:5]=[CH:4][CH:3]=1. (5) Given the product [CH3:12][N:13]([CH:15]=[C:3]1[C:2](=[O:1])[CH:7]=[C:6]([CH3:8])[O:5][C:4]1=[O:9])[CH3:14], predict the reactants needed to synthesize it. The reactants are: [OH:1][C:2]1[CH:7]=[C:6]([CH3:8])[O:5][C:4](=[O:9])[CH:3]=1.CO[CH:12](OC)[N:13]([CH3:15])[CH3:14].